From a dataset of Forward reaction prediction with 1.9M reactions from USPTO patents (1976-2016). Predict the product of the given reaction. (1) Given the reactants [Cl:1][C:2]1[CH:7]=[C:6](Br)[CH:5]=[CH:4][N:3]=1.C1(C)C=CC=CC=1.CCO.[F:19][C:20]1[CH:21]=[C:22](B(O)O)[CH:23]=[CH:24][C:25]=1[CH3:26].C([O-])([O-])=O.[K+].[K+], predict the reaction product. The product is: [Cl:1][C:2]1[CH:7]=[C:6]([C:22]2[CH:23]=[CH:24][C:25]([CH3:26])=[C:20]([F:19])[CH:21]=2)[CH:5]=[CH:4][N:3]=1. (2) Given the reactants Cl.[NH2:2][CH2:3][C:4]1[CH:13]=[CH:12][CH:11]=[C:10]2[C:5]=1[C:6](=[O:23])[N:7]([CH:15]1[CH2:20][CH2:19][C:18](=[O:21])[NH:17][C:16]1=[O:22])[C:8]([CH3:14])=[N:9]2.C(N(CC)CC)C.[Cl:31][C:32]1[CH:37]=[CH:36][C:35]([N:38]=[C:39]=[O:40])=[CH:34][CH:33]=1, predict the reaction product. The product is: [Cl:31][C:32]1[CH:37]=[CH:36][C:35]([NH:38][C:39]([NH:2][CH2:3][C:4]2[CH:13]=[CH:12][CH:11]=[C:10]3[C:5]=2[C:6](=[O:23])[N:7]([CH:15]2[CH2:20][CH2:19][C:18](=[O:21])[NH:17][C:16]2=[O:22])[C:8]([CH3:14])=[N:9]3)=[O:40])=[CH:34][CH:33]=1.